This data is from Catalyst prediction with 721,799 reactions and 888 catalyst types from USPTO. The task is: Predict which catalyst facilitates the given reaction. (1) Reactant: [N+](C1C=CC(COC([NH:12][CH2:13][CH2:14][NH:15][C:16]([C:18]2[N:19]=[C:20]([N:23]3[CH2:26][CH:25]([S:27][C:28]4[C@H:29]([CH3:52])[C@@H:30]5[C@@H:47]([C@H:48]([OH:50])[CH3:49])[C:46](=[O:51])[N:31]5[C:32]=4[C:33]([O:35]CC4C=CC([N+]([O-])=O)=CC=4)=[O:34])[CH2:24]3)[S:21][CH:22]=2)=[O:17])=O)=CC=1)([O-])=O. Product: [NH2:12][CH2:13][CH2:14][NH:15][C:16]([C:18]1[N:19]=[C:20]([N:23]2[CH2:24][CH:25]([S:27][C:28]3[C@H:29]([CH3:52])[C@@H:30]4[C@@H:47]([C@H:48]([OH:50])[CH3:49])[C:46](=[O:51])[N:31]4[C:32]=3[C:33]([OH:35])=[O:34])[CH2:26]2)[S:21][CH:22]=1)=[O:17]. The catalyst class is: 7. (2) Reactant: CCN(C(C)C)C(C)C.[NH2:10][CH2:11][CH:12]1[CH2:16][CH2:15][CH2:14][CH:13]1[NH:17][C:18](=[O:24])[O:19][C:20]([CH3:23])([CH3:22])[CH3:21].Cl[C:26](=[O:32])[C:27]([O:29][CH2:30][CH3:31])=[O:28]. Product: [C:20]([O:19][C:18]([NH:17][CH:13]1[CH2:14][CH2:15][CH2:16][CH:12]1[CH2:11][NH:10][C:26](=[O:32])[C:27]([O:29][CH2:30][CH3:31])=[O:28])=[O:24])([CH3:21])([CH3:23])[CH3:22]. The catalyst class is: 1. (3) Reactant: C([Li])CCC.Br[C:7]1[C:12]([CH3:13])=[C:11]([O:14][CH3:15])[C:10]([CH3:16])=[C:9]([CH3:17])[C:8]=1[O:18][CH3:19].[CH2:20]([N:27]1[CH2:32][CH2:31][CH:30]([C:33](=[O:43])[C:34]2[CH:39]=[CH:38][C:37]([CH:40]([CH3:42])[CH3:41])=[CH:36][CH:35]=2)[CH2:29][CH2:28]1)[C:21]1[CH:26]=[CH:25][CH:24]=[CH:23][CH:22]=1. Product: [CH2:20]([N:27]1[CH2:28][CH2:29][CH:30]([C:33]([C:7]2[C:12]([CH3:13])=[C:11]([O:14][CH3:15])[C:10]([CH3:16])=[C:9]([CH3:17])[C:8]=2[O:18][CH3:19])([C:34]2[CH:35]=[CH:36][C:37]([CH:40]([CH3:42])[CH3:41])=[CH:38][CH:39]=2)[OH:43])[CH2:31][CH2:32]1)[C:21]1[CH:22]=[CH:23][CH:24]=[CH:25][CH:26]=1. The catalyst class is: 7. (4) Reactant: C([Li:5])CCC.[CH3:6][C:7]1([CH3:15])[CH2:12][CH2:11][CH2:10][C:9]([CH3:14])([CH3:13])[NH:8]1. Product: [Li:5][N:8]1[C:9]([CH3:14])([CH3:13])[CH2:10][CH2:11][CH2:12][C:7]1([CH3:15])[CH3:6]. The catalyst class is: 1.